This data is from Full USPTO retrosynthesis dataset with 1.9M reactions from patents (1976-2016). The task is: Predict the reactants needed to synthesize the given product. (1) Given the product [F:34][C:2]([F:1])([F:33])[C@@:3]([C:6]1[CH:11]=[CH:10][C:9]([N:12]2[CH2:17][CH2:16][N:15]([S:18]([C:21]3[S:22][CH:23]=[CH:24][CH:25]=3)(=[O:20])=[O:19])[CH2:14][CH2:13]2)=[C:8]([C:26]#[C:27][C:28]2([CH3:32])[CH2:31][O:30][CH2:29]2)[CH:7]=1)([OH:5])[CH3:4], predict the reactants needed to synthesize it. The reactants are: [F:1][C:2]([F:34])([F:33])[C@:3]([C:6]1[CH:11]=[CH:10][C:9]([N:12]2[CH2:17][CH2:16][N:15]([S:18]([C:21]3[S:22][CH:23]=[CH:24][CH:25]=3)(=[O:20])=[O:19])[CH2:14][CH2:13]2)=[C:8]([C:26]#[C:27][C:28]2([CH3:32])[CH2:31][O:30][CH2:29]2)[CH:7]=1)([OH:5])[CH3:4].C1N=C(N)C2N=CN([C@@H]3O[C@H](COP(OP(OC[C@H]4O[C@@H](N5C=C(C(N)=O)CC=C5)[C@H](O)[C@@H]4O)(O)=O)(O)=O)[C@@H](O)[C@H]3OP(O)(O)=O)C=2N=1. (2) The reactants are: [S:1]1[CH:5]=[CH:4][C:3]([C:6]([OH:8])=O)=[CH:2]1.[F:9][C:10]([F:21])([F:20])[O:11][C:12]1[CH:19]=[CH:18][C:15]([CH2:16][NH2:17])=[CH:14][CH:13]=1. Given the product [F:9][C:10]([F:20])([F:21])[O:11][C:12]1[CH:19]=[CH:18][C:15]([CH2:16][NH:17][C:6]([C:3]2[CH:4]=[CH:5][S:1][CH:2]=2)=[O:8])=[CH:14][CH:13]=1, predict the reactants needed to synthesize it. (3) Given the product [CH3:9][O:8][C:7]1[CH:6]=[CH:5][C:4]([C:10]2[N:11]([C:15]([O:17][C:18]([CH3:21])([CH3:20])[CH3:19])=[O:16])[CH2:12][CH2:13][N:14]=2)=[CH:3][C:2]=1[B:30]1[O:31][C:32]([CH3:34])([CH3:33])[C:28]([CH3:44])([CH3:27])[O:29]1, predict the reactants needed to synthesize it. The reactants are: Br[C:2]1[CH:3]=[C:4]([C:10]2[N:11]([C:15]([O:17][C:18]([CH3:21])([CH3:20])[CH3:19])=[O:16])[CH2:12][CH2:13][N:14]=2)[CH:5]=[CH:6][C:7]=1[O:8][CH3:9].C([O-])(=O)C.[K+].[CH3:27][C:28]1([CH3:44])[C:32]([CH3:34])([CH3:33])[O:31][B:30]([B:30]2[O:31][C:32]([CH3:34])([CH3:33])[C:28]([CH3:44])([CH3:27])[O:29]2)[O:29]1. (4) Given the product [ClH:1].[ClH:1].[Cl:1][C:2]1[CH:10]=[C:9]([Cl:11])[CH:8]=[CH:7][C:3]=1[C:4]([NH:26][C:24]1[CH:23]=[CH:22][CH:21]=[C:20]([C:17]2[CH2:18][CH2:19][CH:14]([N:13]([CH3:27])[CH3:12])[CH2:15][CH:16]=2)[N:25]=1)=[O:5], predict the reactants needed to synthesize it. The reactants are: [Cl:1][C:2]1[CH:10]=[C:9]([Cl:11])[CH:8]=[CH:7][C:3]=1[C:4](Cl)=[O:5].[CH3:12][N:13]([CH3:27])[CH:14]1[CH2:19][CH2:18][C:17]([C:20]2[N:25]=[C:24]([NH2:26])[CH:23]=[CH:22][CH:21]=2)=[CH:16][CH2:15]1. (5) The reactants are: [NH:1]1[C:9]2[C:4](=[CH:5][C:6]([NH:10][C:11]3[C:12]4[C:19]5[CH2:20][CH2:21][CH:22]([C:24](O)=[O:25])[CH2:23][C:18]=5[S:17][C:13]=4[N:14]=[CH:15][N:16]=3)=[CH:7][CH:8]=2)[CH:3]=[N:2]1.C(NC(C)C)(C)C.[F:34][C:35]1[CH:36]=[C:37]([CH2:41][NH2:42])[CH:38]=[CH:39][CH:40]=1.C(P1(=O)OP(CCC)(=O)OP(CCC)(=O)O1)CC.C(P(OP(CCC)=O)=O)CC. Given the product [F:34][C:35]1[CH:36]=[C:37]([CH:38]=[CH:39][CH:40]=1)[CH2:41][NH:42][C:24]([CH:22]1[CH2:21][CH2:20][C:19]2[C:12]3[C:11]([NH:10][C:6]4[CH:5]=[C:4]5[C:9](=[CH:8][CH:7]=4)[NH:1][N:2]=[CH:3]5)=[N:16][CH:15]=[N:14][C:13]=3[S:17][C:18]=2[CH2:23]1)=[O:25], predict the reactants needed to synthesize it.